Dataset: Forward reaction prediction with 1.9M reactions from USPTO patents (1976-2016). Task: Predict the product of the given reaction. Given the reactants C1(C)C=CC=CC=1.[CH2:8]([C:10]1([CH2:20][CH2:21][O:22][C:23]2[CH:28]=[CH:27][N:26]=[C:25]([CH2:29][S:30][C:31]3[NH:35][C:34]4[CH:36]=[CH:37][CH:38]=[CH:39][C:33]=4[N:32]=3)[C:24]=2[CH3:40])[O:19][CH2:18][C:13]2([O:17][CH2:16][CH2:15][O:14]2)[CH2:12][O:11]1)[CH3:9].ClC1C=CC=C(C(OO)=[O:49])C=1, predict the reaction product. The product is: [CH2:8]([C:10]1([CH2:20][CH2:21][O:22][C:23]2[CH:28]=[CH:27][N:26]=[C:25]([CH2:29][S:30]([C:31]3[NH:35][C:34]4[CH:36]=[CH:37][CH:38]=[CH:39][C:33]=4[N:32]=3)=[O:49])[C:24]=2[CH3:40])[O:19][CH2:18][C:13]2([O:14][CH2:15][CH2:16][O:17]2)[CH2:12][O:11]1)[CH3:9].